This data is from Reaction yield outcomes from USPTO patents with 853,638 reactions. The task is: Predict the reaction yield, written as a fraction of the theoretical maximum amount of product (1.0 means a 100% yield; for example, 0.34 means a 34% yield). (1) The reactants are [O:1]1[C:5]2[CH:6]=[CH:7][C:8]([C:10]3([C:13]([NH:15][C:16]4[CH:21]=[CH:20][C:19]([CH3:22])=[C:18](Br)[CH:17]=4)=[O:14])[CH2:12][CH2:11]3)=[CH:9][C:4]=2[O:3][CH2:2]1.[CH3:24][C:25]1([CH3:41])[C:29]([CH3:31])([CH3:30])[O:28][B:27]([B:27]2[O:28][C:29]([CH3:31])([CH3:30])[C:25]([CH3:41])([CH3:24])[O:26]2)[O:26]1.CC([O-])=O.[K+]. The catalyst is C1C=CC(P(C2C=CC=CC=2)[C-]2C=CC=C2)=CC=1.C1C=CC(P(C2C=CC=CC=2)[C-]2C=CC=C2)=CC=1.Cl[Pd]Cl.[Fe+2].CN(C=O)C. The product is [O:1]1[C:5]2[CH:6]=[CH:7][C:8]([C:10]3([C:13]([NH:15][C:16]4[CH:21]=[CH:20][C:19]([CH3:22])=[C:18]([B:27]5[O:28][C:29]([CH3:31])([CH3:30])[C:25]([CH3:41])([CH3:24])[O:26]5)[CH:17]=4)=[O:14])[CH2:12][CH2:11]3)=[CH:9][C:4]=2[O:3][CH2:2]1. The yield is 0.270. (2) The reactants are [CH3:1][O:2][C:3]1[CH:8]=[CH:7][C:6]([C:9]2([C:12]([OH:14])=O)[CH2:11][CH2:10]2)=[CH:5][CH:4]=1.[CH2:15]([NH2:19])[CH:16]([CH3:18])[CH3:17]. No catalyst specified. The product is [CH2:15]([NH:19][C:12]([C:9]1([C:6]2[CH:5]=[CH:4][C:3]([O:2][CH3:1])=[CH:8][CH:7]=2)[CH2:10][CH2:11]1)=[O:14])[CH:16]([CH3:18])[CH3:17]. The yield is 0.970. (3) The reactants are [CH3:1][C:2]1[C:10]2[C:9](=[O:11])[CH2:8][C:7]([CH3:13])([CH3:12])[CH2:6][C:5]=2[NH:4][CH:3]=1.[H-].[Na+].[NH2:16][C:17]1[C:26]2[C:21](=[CH:22][C:23](F)=[CH:24][CH:25]=2)[C:20]([C:28](=[O:30])[CH3:29])=[CH:19][N:18]=1.[NH4+].[Cl-]. The catalyst is CC(N(C)C)=O. The product is [C:28]([C:20]1[C:21]2[C:26](=[CH:25][CH:24]=[C:23]([N:4]3[C:5]4[CH2:6][C:7]([CH3:13])([CH3:12])[CH2:8][C:9](=[O:11])[C:10]=4[C:2]([CH3:1])=[CH:3]3)[CH:22]=2)[C:17]([NH2:16])=[N:18][CH:19]=1)(=[O:30])[CH3:29]. The yield is 0.270. (4) The reactants are Cl.[NH2:2][C@:3]12[CH2:39][CH2:38][C@@H:37]([C:40]([CH3:42])=[CH2:41])[C@@H:4]1[C@@H:5]1[C@@:18]([CH3:21])([CH2:19][CH2:20]2)[C@@:17]2([CH3:22])[C@@H:8]([C@:9]3([CH3:36])[C@@H:14]([CH2:15][CH2:16]2)[C:13]([CH3:24])([CH3:23])[C:12]([C:25]2[CH:34]=[CH:33][C:28]([C:29]([O:31][CH3:32])=[O:30])=[C:27]([F:35])[CH:26]=2)=[CH:11][CH2:10]3)[CH2:7][CH2:6]1.Cl.Cl[CH2:45][CH2:46][N:47]1[CH2:52][CH2:51][O:50][CH2:49][CH2:48]1.P(=O)(O)(O)O.[K].[I-].[K+]. The catalyst is C(#N)C. The product is [F:35][C:27]1[CH:26]=[C:25]([C:12]2[C:13]([CH3:23])([CH3:24])[C@H:14]3[C@:9]([CH3:36])([CH2:10][CH:11]=2)[C@@H:8]2[C@:17]([CH3:22])([C@@:18]4([CH3:21])[C@H:5]([CH2:6][CH2:7]2)[C@H:4]2[C@H:37]([C:40]([CH3:42])=[CH2:41])[CH2:38][CH2:39][C@:3]2([NH:2][CH2:45][CH2:46][N:47]2[CH2:52][CH2:51][O:50][CH2:49][CH2:48]2)[CH2:20][CH2:19]4)[CH2:16][CH2:15]3)[CH:34]=[CH:33][C:28]=1[C:29]([O:31][CH3:32])=[O:30]. The yield is 0.683. (5) The reactants are [F:1][C:2]1[CH:7]=[C:6]([N+:8]([O-:10])=[O:9])[C:5](F)=[CH:4][C:3]=1[F:12].CCN(C(C)C)C(C)C.[CH:22]1([C:25]2[NH:29][N:28]=[C:27]([NH2:30])[CH:26]=2)[CH2:24][CH2:23]1. The catalyst is C1COCC1. The product is [CH:22]1([C:25]2[NH:29][N:28]=[C:27]([NH:30][C:5]3[CH:4]=[C:3]([F:12])[C:2]([F:1])=[CH:7][C:6]=3[N+:8]([O-:10])=[O:9])[CH:26]=2)[CH2:24][CH2:23]1. The yield is 0.180. (6) The reactants are [CH3:1][C:2]([CH3:5])([O-])[CH3:3].[K+].[Si:7]([O:14][C:15]1[CH:20]=[C:19]([O:21][Si:22]([C:25]([CH3:28])([CH3:27])[CH3:26])([CH3:24])[CH3:23])[CH:18]=[CH:17][C:16]=1C1CCC(=O)CC1)([C:10]([CH3:13])([CH3:12])[CH3:11])([CH3:9])[CH3:8].[Cl-].[NH4+].[CH2:38]1[CH2:42]OC[CH2:39]1. The catalyst is [Br-].C[P+](C1C=CC=CC=1)(C1C=CC=CC=1)C1C=CC=CC=1. The product is [C:25]([Si:22]([O:21][C:19]1[CH:18]=[CH:17][C:16]([CH:38]2[CH2:42][CH2:3][C:2](=[CH2:5])[CH2:1][CH2:39]2)=[C:15]([O:14][Si:7]([C:10]([CH3:11])([CH3:13])[CH3:12])([CH3:9])[CH3:8])[CH:20]=1)([CH3:24])[CH3:23])([CH3:26])([CH3:27])[CH3:28]. The yield is 0.680. (7) The reactants are [I:1][C:2]1[C:3]([NH2:17])=[N:4][C:5](=[O:16])[N:6]([CH:15]=1)[C@@H:7]1[O:14][C@H:11]([CH2:12][OH:13])[C@@H:9]([OH:10])[CH2:8]1.N1C=CN=C1.[Si:23](Cl)([C:26]([CH3:29])([CH3:28])[CH3:27])([CH3:25])[CH3:24]. The catalyst is CN(C=O)C. The product is [Si:23]([O:13][CH2:12][C@H:11]1[O:14][C@@H:7]([N:6]2[CH:15]=[C:2]([I:1])[C:3]([NH2:17])=[N:4][C:5]2=[O:16])[CH2:8][C@@H:9]1[OH:10])([C:26]([CH3:29])([CH3:28])[CH3:27])([CH3:25])[CH3:24]. The yield is 0.720. (8) The reactants are [Si]([O:8][C@@H:9]1[CH2:13][CH2:12][N:11]([C:14]2[CH:15]=[CH:16][C:17]([NH:20][C:21]3[N:22]=[CH:23][C:24]4[C:29]5[CH:30]=[CH:31][N:32]=[C:33]([F:34])[C:28]=5[N:27]([CH:35]5[CH2:39][CH2:38][CH2:37][CH2:36]5)[C:25]=4[N:26]=3)=[N:18][CH:19]=2)[CH2:10]1)(C(C)(C)C)(C)C.[F-].C([N+](CCCC)(CCCC)CCCC)CCC.Cl.C(OCC)C. The catalyst is C1COCC1.CO.C(O)C. The product is [CH:35]1([N:27]2[C:25]3[N:26]=[C:21]([NH:20][C:17]4[N:18]=[CH:19][C:14]([N:11]5[CH2:12][CH2:13][C@@H:9]([OH:8])[CH2:10]5)=[CH:15][CH:16]=4)[N:22]=[CH:23][C:24]=3[C:29]3[CH:30]=[CH:31][N:32]=[C:33]([F:34])[C:28]2=3)[CH2:36][CH2:37][CH2:38][CH2:39]1. The yield is 0.500. (9) The product is [CH3:19][O:1][CH2:2][CH2:3][N:4]([CH3:16])[C:5]1[CH:15]=[CH:14][C:8]([C:9]([O:11][CH2:12][CH3:13])=[O:10])=[CH:7][CH:6]=1. The yield is 0.720. The catalyst is CN(C=O)C. The reactants are [OH:1][CH2:2][CH2:3][N:4]([CH3:16])[C:5]1[CH:15]=[CH:14][C:8]([C:9]([O:11][CH2:12][CH3:13])=[O:10])=[CH:7][CH:6]=1.[H-].[Na+].[CH3:19]I.O.